This data is from Forward reaction prediction with 1.9M reactions from USPTO patents (1976-2016). The task is: Predict the product of the given reaction. (1) Given the reactants N1C=CC=CC=1S[C:8](=[O:27])[CH2:9][C:10]1[N:14]2[CH:15]=[C:16]([CH3:19])[CH:17]=[CH:18][C:13]2=[N:12][C:11]=1[C:20]1[CH:25]=[CH:24][C:23]([CH3:26])=[CH:22][CH:21]=1.[C:28]1([Mg]Br)[CH:33]=[CH:32][CH:31]=[CH:30][CH:29]=1, predict the reaction product. The product is: [CH3:19][C:16]1[CH:17]=[CH:18][C:13]2[N:14]([C:10]([CH2:9][C:8]([C:28]3[CH:33]=[CH:32][CH:31]=[CH:30][CH:29]=3)=[O:27])=[C:11]([C:20]3[CH:21]=[CH:22][C:23]([CH3:26])=[CH:24][CH:25]=3)[N:12]=2)[CH:15]=1. (2) Given the reactants C([O:4][C:5]1[CH:10]=[CH:9][C:8]([C:11]([N:13]2[CH2:16][CH:15]([N:17]3[CH2:22][CH2:21][N:20]([C:23]([C:25]4[CH:30]=[CH:29][CH:28]=[CH:27][CH:26]=4)=[O:24])[CH2:19][CH2:18]3)[CH2:14]2)=[O:12])=[CH:7][CH:6]=1)(=O)C.[Li+].[OH-].Cl, predict the reaction product. The product is: [C:25]1([C:23]([N:20]2[CH2:21][CH2:22][N:17]([CH:15]3[CH2:16][N:13]([C:11]([C:8]4[CH:7]=[CH:6][C:5]([OH:4])=[CH:10][CH:9]=4)=[O:12])[CH2:14]3)[CH2:18][CH2:19]2)=[O:24])[CH:30]=[CH:29][CH:28]=[CH:27][CH:26]=1. (3) The product is: [CH3:48][C:45]1[S:44][C:43]([C:41]([N:37]2[CH2:36][C:35]3([CH2:49][CH2:50][N:32]([CH2:31][C:28]4[S:29][CH:30]=[C:26]([CH2:25][CH:24]=[O:23])[CH:27]=4)[CH2:33][CH2:34]3)[O:40][CH2:39][CH2:38]2)=[O:42])=[CH:47][CH:46]=1. Given the reactants CC(OI1(OC(C)=O)(OC(C)=O)OC(=O)C2C=CC=CC1=2)=O.[OH:23][CH2:24][CH2:25][C:26]1[CH:27]=[C:28]([CH2:31][N:32]2[CH2:50][CH2:49][C:35]3([O:40][CH2:39][CH2:38][N:37]([C:41]([C:43]4[S:44][C:45]([CH3:48])=[CH:46][CH:47]=4)=[O:42])[CH2:36]3)[CH2:34][CH2:33]2)[S:29][CH:30]=1.FC(F)(F)C(O)=O.S([O-])([O-])(=O)=S.[Na+].[Na+].C(=O)(O)[O-].[Na+], predict the reaction product. (4) Given the reactants [C:1]([CH2:4][C:5](=[O:7])[CH3:6])(=[O:3])[CH3:2].[H-].[Na+].[NH4+].[Cl-].C[CH2:13][O:14][C:15]([CH3:17])=[O:16].C[CH2:19][CH2:20][CH2:21][CH2:22][CH3:23].[CH2:24]1COCC1, predict the reaction product. The product is: [C:1]([CH:4]([C:5](=[O:7])[CH3:6])[CH2:24][C:21]1[CH:20]=[CH:19][C:17]([C:15]([O:14][CH3:13])=[O:16])=[CH:23][CH:22]=1)(=[O:3])[CH3:2]. (5) Given the reactants [NH2:1][C@@H:2]([CH2:30][C:31]1[CH:36]=[CH:35][C:34]([O:37]CC2C=CC=CC=2)=[CH:33][CH:32]=1)[CH2:3][O:4][C:5]1[CH:6]=[C:7]([C:11]2[CH:12]=[C:13]3[C:18](=[C:19]([NH2:21])[N:20]=2)[CH:17]=[N:16][C:15]2[CH:22]=[C:23]([O:28][CH3:29])[C:24]([O:26][CH3:27])=[CH:25][C:14]3=2)[CH:8]=[N:9][CH:10]=1, predict the reaction product. The product is: [NH2:1][C@H:2]([CH2:3][O:4][C:5]1[CH:10]=[N:9][CH:8]=[C:7]([C:11]2[CH:12]=[C:13]3[C:18](=[C:19]([NH2:21])[N:20]=2)[CH:17]=[N:16][C:15]2[CH:22]=[C:23]([O:28][CH3:29])[C:24]([O:26][CH3:27])=[CH:25][C:14]3=2)[CH:6]=1)[CH2:30][C:31]1[CH:32]=[CH:33][C:34]([OH:37])=[CH:35][CH:36]=1. (6) Given the reactants [S:1]1[C:5]2[CH:6]=[CH:7][CH:8]=[C:9]([O:10][C:11]3[CH:16]=[CH:15][C:14]([NH:17][C:18]4[C:19]5[N:26]([CH2:27][CH2:28][OH:29])[CH:25]=[CH:24][C:20]=5[N:21]=[CH:22][N:23]=4)=[CH:13][C:12]=3[CH3:30])[C:4]=2[CH:3]=[N:2]1.[CH3:31][S:32](O)(=[O:34])=[O:33], predict the reaction product. The product is: [CH3:31][S:32]([O:29][CH2:28][CH2:27][N:26]1[C:19]2[C:18]([NH:17][C:14]3[CH:15]=[CH:16][C:11]([O:10][C:9]4[C:4]5[CH:3]=[N:2][S:1][C:5]=5[CH:6]=[CH:7][CH:8]=4)=[C:12]([CH3:30])[CH:13]=3)=[N:23][CH:22]=[N:21][C:20]=2[CH:24]=[CH:25]1)(=[O:34])=[O:33].